Dataset: Reaction yield outcomes from USPTO patents with 853,638 reactions. Task: Predict the reaction yield, written as a fraction of the theoretical maximum amount of product (1.0 means a 100% yield; for example, 0.34 means a 34% yield). (1) The reactants are Br[C:2]1[C:3]2[C:7]([CH:8]=[CH:9][CH:10]=1)=[N:6][N:5]1[C:11]([CH:16]3[CH2:21][CH2:20][N:19]([C:22]([O:24][C:25]([CH3:28])([CH3:27])[CH3:26])=[O:23])[CH2:18][CH2:17]3)=[CH:12][C:13](=[O:15])[NH:14][C:4]=21.[CH2:29]([O:31][C:32]1[CH:37]=[CH:36][CH:35]=[CH:34][C:33]=1B(O)O)[CH3:30].P([O-])([O-])([O-])=O.[K+].[K+].[K+]. The catalyst is O1CCCC1. The product is [CH2:29]([O:31][C:32]1[CH:37]=[CH:36][CH:35]=[CH:34][C:33]=1[C:2]1[C:3]2[C:7]([CH:8]=[CH:9][CH:10]=1)=[N:6][N:5]1[C:11]([CH:16]3[CH2:17][CH2:18][N:19]([C:22]([O:24][C:25]([CH3:28])([CH3:27])[CH3:26])=[O:23])[CH2:20][CH2:21]3)=[CH:12][C:13](=[O:15])[NH:14][C:4]=21)[CH3:30]. The yield is 0.690. (2) The reactants are O[CH2:2][CH2:3][N:4]([CH:35]([CH3:37])[CH3:36])[C:5]([C:7]1[C:12]([O:13][CH2:14][C:15]2[CH:20]=[CH:19][CH:18]=[CH:17][CH:16]=2)=[C:11]([OH:21])[N:10]=[C:9]([CH2:22][C:23]2([C:29]3[CH:34]=[CH:33][CH:32]=[CH:31][CH:30]=3)[CH2:28][CH2:27][CH2:26][CH2:25][CH2:24]2)[N:8]=1)=[O:6].C1(P(C2C=CC=CC=2)C2C=CC=CC=2)C=CC=CC=1. The catalyst is ClCCl. The product is [CH2:14]([O:13][C:12]1[C:11](=[O:21])[N:10]=[C:9]([CH2:22][C:23]2([C:29]3[CH:30]=[CH:31][CH:32]=[CH:33][CH:34]=3)[CH2:24][CH2:25][CH2:26][CH2:27][CH2:28]2)[N:8]2[CH2:2][CH2:3][N:4]([CH:35]([CH3:37])[CH3:36])[C:5](=[O:6])[C:7]=12)[C:15]1[CH:16]=[CH:17][CH:18]=[CH:19][CH:20]=1. The yield is 0.430. (3) The reactants are Cl.[Cl:2][CH2:3][C:4]1[CH:13]=[CH:12][C:11]2[C:6](=[CH:7][CH:8]=[CH:9][CH:10]=2)[N:5]=1.C(=O)([O-])O.[Na+]. The catalyst is CC(=O)OCC.O. The product is [Cl:2][CH2:3][C:4]1[CH:13]=[CH:12][C:11]2[C:6](=[CH:7][CH:8]=[CH:9][CH:10]=2)[N:5]=1. The yield is 0.960. (4) The reactants are [CH3:1][C:2]1[C:3]([NH:20][C:21]2[CH:26]=[CH:25][C:24]([C:27]([F:30])([F:29])[F:28])=[CH:23][CH:22]=2)=[N:4][C:5](SC)=[N:6][C:7]=1[C:8]1[CH:17]=[C:16]2[C:11]([CH:12]=[CH:13][CH:14]=[N:15]2)=[CH:10][CH:9]=1.O[O:32][S:33]([O-:35])=O.[K+].[C:37]([O-])(O)=O.[Na+]. The catalyst is CO. The product is [CH3:1][C:2]1[C:3]([NH:20][C:21]2[CH:26]=[CH:25][C:24]([C:27]([F:29])([F:30])[F:28])=[CH:23][CH:22]=2)=[N:4][C:5]([S:33]([CH3:37])(=[O:35])=[O:32])=[N:6][C:7]=1[C:8]1[CH:17]=[C:16]2[C:11]([CH:12]=[CH:13][CH:14]=[N:15]2)=[CH:10][CH:9]=1. The yield is 1.00. (5) The reactants are [C:1]([O:5][C:6]([N:8]1[CH2:17][CH2:16][C:15]2[C:10](=[CH:11][CH:12]=[C:13](OS(C(F)(F)F)(=O)=O)[CH:14]=2)[CH2:9]1)=[O:7])([CH3:4])([CH3:3])[CH3:2].[S:26]1[CH:30]=[CH:29][C:28](B(O)O)=[CH:27]1.C(=O)([O-])[O-].[Na+].[Na+].C(O)C. The catalyst is C1(C)C=CC=CC=1.C(=O)(O)[O-].[Na+].C1C=CC(C#N)=CC=1.C1C=CC(C#N)=CC=1.Cl[Pd]Cl.C1(P(C2C=CC=CC=2)CCCCP(C2C=CC=CC=2)C2C=CC=CC=2)C=CC=CC=1. The product is [C:1]([O:5][C:6]([N:8]1[CH2:17][CH2:16][C:15]2[C:10](=[CH:11][CH:12]=[C:13]([C:28]3[CH:29]=[CH:30][S:26][CH:27]=3)[CH:14]=2)[CH2:9]1)=[O:7])([CH3:2])([CH3:3])[CH3:4]. The yield is 1.00. (6) The reactants are FC(F)(F)C(O)=O.C(OC(=O)[NH:14][C:15]1[CH:20]=[CH:19][C:18]([C:21]2([CH2:35][C:36]3[CH:41]=[CH:40][CH:39]=[CH:38][CH:37]=3)[CH2:25][C:24](=[O:26])[N:23]([CH2:27][C:28]3[CH:33]=[CH:32][CH:31]=[CH:30][CH:29]=3)[C:22]2=[O:34])=[CH:17][CH:16]=1)(C)(C)C.[Li+].[OH-]. The catalyst is C(Cl)Cl. The product is [NH2:14][C:15]1[CH:20]=[CH:19][C:18]([C:21]2([CH2:35][C:36]3[CH:37]=[CH:38][CH:39]=[CH:40][CH:41]=3)[CH2:25][C:24](=[O:26])[N:23]([CH2:27][C:28]3[CH:33]=[CH:32][CH:31]=[CH:30][CH:29]=3)[C:22]2=[O:34])=[CH:17][CH:16]=1. The yield is 1.00.